This data is from Peptide-MHC class I binding affinity with 185,985 pairs from IEDB/IMGT. The task is: Regression. Given a peptide amino acid sequence and an MHC pseudo amino acid sequence, predict their binding affinity value. This is MHC class I binding data. (1) The peptide sequence is TRAENRTYI. The MHC is Mamu-B03 with pseudo-sequence Mamu-B03. The binding affinity (normalized) is 0.218. (2) The MHC is HLA-A11:01 with pseudo-sequence HLA-A11:01. The peptide sequence is FFNLLAKEQR. The binding affinity (normalized) is 0.188. (3) The peptide sequence is WFLKSGAVVK. The MHC is HLA-A68:01 with pseudo-sequence HLA-A68:01. The binding affinity (normalized) is 0.514. (4) The peptide sequence is KSLQTTRRF. The MHC is HLA-C15:02 with pseudo-sequence HLA-C15:02. The binding affinity (normalized) is 0.484.